Dataset: Forward reaction prediction with 1.9M reactions from USPTO patents (1976-2016). Task: Predict the product of the given reaction. (1) Given the reactants Br[C:2]1[CH:3]=[C:4]([C:8]2[N:13]=[C:12]([CH3:14])[CH:11]=[C:10]([C:15]3[CH:16]=[N:17][C:18]([C:21]([F:24])([F:23])[F:22])=[CH:19][CH:20]=3)[N:9]=2)[CH:5]=[CH:6][CH:7]=1.[C:25]([NH:29][S:30]([C:33]1[CH:34]=[C:35](B(O)O)[CH:36]=[CH:37][CH:38]=1)(=[O:32])=[O:31])([CH3:28])([CH3:27])[CH3:26], predict the reaction product. The product is: [C:25]([NH:29][S:30]([C:33]1[CH:38]=[C:37]([C:2]2[CH:7]=[CH:6][CH:5]=[C:4]([C:8]3[N:13]=[C:12]([CH3:14])[CH:11]=[C:10]([C:15]4[CH:16]=[N:17][C:18]([C:21]([F:24])([F:22])[F:23])=[CH:19][CH:20]=4)[N:9]=3)[CH:3]=2)[CH:36]=[CH:35][CH:34]=1)(=[O:32])=[O:31])([CH3:28])([CH3:26])[CH3:27]. (2) Given the reactants [Br:1]N1C(=O)CCC1=O.[CH2:9]([C:12]1[CH:13]=[N:14][C:15]2[C:20]([C:21]=1[OH:22])=[CH:19][C:18]([O:23][CH3:24])=[CH:17][CH:16]=2)[CH:10]=[CH2:11].CO, predict the reaction product. The product is: [Br:1][CH2:11][CH:10]1[O:22][C:21]2[C:20]3[CH:19]=[C:18]([O:23][CH3:24])[CH:17]=[CH:16][C:15]=3[N:14]=[CH:13][C:12]=2[CH2:9]1.